Predict the reactants needed to synthesize the given product. From a dataset of Full USPTO retrosynthesis dataset with 1.9M reactions from patents (1976-2016). Given the product [CH3:15][C-:9]1[CH:10]=[CH:11][CH:12]=[CH:13]1.[C-:9]1([CH3:15])[CH:10]=[CH:11][CH:12]=[CH:13]1.[Ti+2:8], predict the reactants needed to synthesize it. The reactants are: [Cl-].[Cl-].C1([Ti+2:8][CH:9]2[CH:13]=[CH:12][CH:11]=[CH:10]2)C=CC=C1.[Li][CH3:15].